Dataset: Reaction yield outcomes from USPTO patents with 853,638 reactions. Task: Predict the reaction yield, written as a fraction of the theoretical maximum amount of product (1.0 means a 100% yield; for example, 0.34 means a 34% yield). (1) The reactants are O=[C:2]([CH3:23])[CH:3]([C:14]1[C:15](=O)[C:16](=[O:21])[C:17]=1[O:18]CC)[C:4]1[CH:9]=[CH:8][C:7]([C:10]([F:13])([F:12])[F:11])=[CH:6][CH:5]=1.[NH2:24][CH:25]([C:27]([CH3:30])([CH3:29])[CH3:28])[CH3:26].C([O:33]CC)C. The catalyst is C(O)C. The product is [O:33]=[CH:23][CH2:2][CH:3]([C:14]1[C:17](=[O:18])[C:16](=[O:21])[C:15]=1[NH:24][CH:25]([CH3:26])[C:27]([CH3:30])([CH3:29])[CH3:28])[C:4]1[CH:5]=[CH:6][C:7]([C:10]([F:11])([F:12])[F:13])=[CH:8][CH:9]=1. The yield is 0.370. (2) The reactants are [Cl:1][C:2]1[CH:21]=[C:20]([Cl:22])[CH:19]=[CH:18][C:3]=1[CH2:4][N:5]1[C:9]([CH2:10][CH2:11][C:12]([O:14][CH2:15][CH3:16])=[O:13])=[CH:8][C:7]([OH:17])=[N:6]1.Cl[CH2:24][C:25]1[CH:30]=[CH:29][CH:28]=[CH:27][N:26]=1.C(=O)([O-])[O-].[K+].[K+].CN(C)C=O. The catalyst is O. The product is [Cl:1][C:2]1[CH:21]=[C:20]([Cl:22])[CH:19]=[CH:18][C:3]=1[CH2:4][N:5]1[C:9]([CH2:10][CH2:11][C:12]([O:14][CH2:15][CH3:16])=[O:13])=[CH:8][C:7]([O:17][CH2:24][C:25]2[CH:30]=[CH:29][CH:28]=[CH:27][N:26]=2)=[N:6]1. The yield is 0.790. (3) The reactants are C([O:3][C:4]([C:6]1[O:7][C:8]2[C:13]([C:14](=[O:16])[CH:15]=1)=[CH:12][C:11]([O:17][CH3:18])=[CH:10][C:9]=2[N:19]1[CH2:24][CH2:23][N:22]([CH3:25])[CH2:21][CH2:20]1)=[O:5])C.CO.[ClH:28]. No catalyst specified. The product is [ClH:28].[CH3:18][O:17][C:11]1[CH:12]=[C:13]2[C:8](=[C:9]([N:19]3[CH2:24][CH2:23][N:22]([CH3:25])[CH2:21][CH2:20]3)[CH:10]=1)[O:7][C:6]([C:4]([OH:5])=[O:3])=[CH:15][C:14]2=[O:16]. The yield is 1.00. (4) The reactants are [CH3:1][NH:2][CH2:3][CH2:4][CH3:5].C(N(CC)CC)C.Cl.[F:14][C:15]([F:49])([F:48])[C:16]1[CH:21]=[C:20]([C:22]2[CH:27]=[CH:26][C:25]([C:28]([F:31])([F:30])[F:29])=[CH:24][CH:23]=2)[N:19]=[C:18]([C:32]2[CH:37]=[CH:36][N:35]=[C:34]([C:38]3[CH:39]=[C:40]([S:44](Cl)(=[O:46])=[O:45])[CH:41]=[CH:42][CH:43]=3)[CH:33]=2)[N:17]=1. The catalyst is C1COCC1. The product is [CH3:1][N:2]([CH2:3][CH2:4][CH3:5])[S:44]([C:40]1[CH:41]=[CH:42][CH:43]=[C:38]([C:34]2[CH:33]=[C:32]([C:18]3[N:17]=[C:16]([C:15]([F:14])([F:48])[F:49])[CH:21]=[C:20]([C:22]4[CH:27]=[CH:26][C:25]([C:28]([F:31])([F:29])[F:30])=[CH:24][CH:23]=4)[N:19]=3)[CH:37]=[CH:36][N:35]=2)[CH:39]=1)(=[O:45])=[O:46]. The yield is 0.860. (5) The reactants are Cl[CH2:2][C:3]1[O:7][N:6]=[C:5]([N:8]2[CH2:13][CH2:12][N:11]([C:14]([O:16][C:17]([CH3:20])([CH3:19])[CH3:18])=[O:15])[CH2:10][CH2:9]2)[N:4]=1.[Cl:21][C:22]1[CH:23]=[C:24]([NH:29][C:30]2[C:39]3[C:34](=[CH:35][C:36]([OH:42])=[C:37]([O:40][CH3:41])[CH:38]=3)[N:33]=[CH:32][N:31]=2)[CH:25]=[CH:26][C:27]=1[Cl:28].C(=O)([O-])[O-].[K+].[K+]. The yield is 0.620. The product is [Cl:21][C:22]1[CH:23]=[C:24]([NH:29][C:30]2[C:39]3[C:34](=[CH:35][C:36]([O:42][CH2:2][C:3]4[O:7][N:6]=[C:5]([N:8]5[CH2:13][CH2:12][N:11]([C:14]([O:16][C:17]([CH3:20])([CH3:19])[CH3:18])=[O:15])[CH2:10][CH2:9]5)[N:4]=4)=[C:37]([O:40][CH3:41])[CH:38]=3)[N:33]=[CH:32][N:31]=2)[CH:25]=[CH:26][C:27]=1[Cl:28]. The catalyst is CN(C=O)C.